Dataset: NCI-60 drug combinations with 297,098 pairs across 59 cell lines. Task: Regression. Given two drug SMILES strings and cell line genomic features, predict the synergy score measuring deviation from expected non-interaction effect. (1) Drug 2: CC1=C(C(=O)C2=C(C1=O)N3CC4C(C3(C2COC(=O)N)OC)N4)N. Drug 1: C1C(C(OC1N2C=NC3=C(N=C(N=C32)Cl)N)CO)O. Synergy scores: CSS=34.1, Synergy_ZIP=-8.43, Synergy_Bliss=1.29, Synergy_Loewe=-5.89, Synergy_HSA=-0.0714. Cell line: SK-OV-3. (2) Drug 1: C1=CC(=C2C(=C1NCCNCCO)C(=O)C3=C(C=CC(=C3C2=O)O)O)NCCNCCO. Drug 2: CC1=C(C(CCC1)(C)C)C=CC(=CC=CC(=CC(=O)O)C)C. Cell line: SF-268. Synergy scores: CSS=21.7, Synergy_ZIP=-3.73, Synergy_Bliss=-8.20, Synergy_Loewe=-38.3, Synergy_HSA=-12.2. (3) Drug 1: C1CN1C2=NC(=NC(=N2)N3CC3)N4CC4. Drug 2: CC12CCC3C(C1CCC2=O)CC(=C)C4=CC(=O)C=CC34C. Cell line: M14. Synergy scores: CSS=26.3, Synergy_ZIP=-0.996, Synergy_Bliss=3.53, Synergy_Loewe=2.23, Synergy_HSA=2.10. (4) Drug 1: CS(=O)(=O)C1=CC(=C(C=C1)C(=O)NC2=CC(=C(C=C2)Cl)C3=CC=CC=N3)Cl. Drug 2: CC1=C(C(CCC1)(C)C)C=CC(=CC=CC(=CC(=O)O)C)C. Cell line: KM12. Synergy scores: CSS=31.2, Synergy_ZIP=-1.16, Synergy_Bliss=1.09, Synergy_Loewe=6.17, Synergy_HSA=7.54. (5) Synergy scores: CSS=69.8, Synergy_ZIP=-0.974, Synergy_Bliss=-1.98, Synergy_Loewe=1.41, Synergy_HSA=3.94. Drug 1: C1C(C(OC1N2C=NC3=C(N=C(N=C32)Cl)N)CO)O. Cell line: UACC62. Drug 2: CC1CCCC2(C(O2)CC(NC(=O)CC(C(C(=O)C(C1O)C)(C)C)O)C(=CC3=CSC(=N3)C)C)C.